The task is: Predict which catalyst facilitates the given reaction.. This data is from Catalyst prediction with 721,799 reactions and 888 catalyst types from USPTO. (1) Product: [F:3][C:4]1[CH:15]=[C:14]([O:16][CH2:17][C:18]#[CH:19])[C:13]([F:20])=[CH:12][C:5]=1[C:6]([OH:8])=[O:7]. The catalyst class is: 5. Reactant: [OH-].[Na+].[F:3][C:4]1[CH:15]=[C:14]([O:16][CH2:17][C:18]#[CH:19])[C:13]([F:20])=[CH:12][C:5]=1[C:6]([O:8]CC#C)=[O:7].Cl. (2) Reactant: [F:1][C:2]1[C:3]([NH:22][CH:23]2[CH2:28][CH2:27][CH2:26][N:25](C(OC(C)(C)C)=O)[CH2:24]2)=[N:4][C:5]([NH:8][C:9]2[CH:10]=[N:11][C:12]([N:15]3[CH2:20][CH2:19][N:18]([CH3:21])[CH2:17][CH2:16]3)=[CH:13][CH:14]=2)=[N:6][CH:7]=1. Product: [F:1][C:2]1[C:3]([NH:22][CH:23]2[CH2:28][CH2:27][CH2:26][NH:25][CH2:24]2)=[N:4][C:5]([NH:8][C:9]2[CH:10]=[N:11][C:12]([N:15]3[CH2:20][CH2:19][N:18]([CH3:21])[CH2:17][CH2:16]3)=[CH:13][CH:14]=2)=[N:6][CH:7]=1. The catalyst class is: 209. (3) Product: [CH3:1][O:2][C:3]([C:5]1[C:13]2[C:8](=[CH:9][C:10]([Br:14])=[CH:11][CH:12]=2)[N:7]([CH3:15])[CH:6]=1)=[O:4]. The catalyst class is: 174. Reactant: [CH3:1][O:2][C:3]([C:5]1[C:13]2[C:8](=[CH:9][C:10]([Br:14])=[CH:11][CH:12]=2)[NH:7][CH:6]=1)=[O:4].[C:15](=O)([O-])[O-].[K+].[K+].IC.